From a dataset of HIV replication inhibition screening data with 41,000+ compounds from the AIDS Antiviral Screen. Binary Classification. Given a drug SMILES string, predict its activity (active/inactive) in a high-throughput screening assay against a specified biological target. (1) The drug is CCC1CC2CC3c4[nH]c5ccc(O)cc5c4CCN(C2)C13.Cl. The result is 1 (active). (2) The result is 0 (inactive). The compound is COc1ccc(Cn2nc(OCc3ccccc3)c3cc([N+](=O)[O-])ccc32)cc1. (3) The compound is CN1C(=O)CC2C(=O)N(Cc3ccccc3)C(=O)C2C1=O. The result is 0 (inactive). (4) The compound is O=[N+]([O-])C(=C(Nc1ccccc1)Sc1ccccc1)C(Cl)=C(Cl)Cl. The result is 0 (inactive). (5) The compound is Nc1ncnc2c1ncn2C1CC(O)C(CO)(C(F)(F)F)O1. The result is 0 (inactive). (6) The drug is CCCCCCCCCCCCP(=O)(O)OCC(N)C(=O)O.N. The result is 0 (inactive).